Dataset: Forward reaction prediction with 1.9M reactions from USPTO patents (1976-2016). Task: Predict the product of the given reaction. Given the reactants [Cl:1][C:2]1[CH:7]=[CH:6][C:5]([NH:8][CH2:9][C:10]([O:12][CH2:13][CH3:14])=[O:11])=[C:4]([O:15][C:16]2[CH:21]=[CH:20][C:19]([N+:22]([O-])=O)=[CH:18][C:17]=2[Cl:25])[CH:3]=1, predict the reaction product. The product is: [NH2:22][C:19]1[CH:20]=[CH:21][C:16]([O:15][C:4]2[CH:3]=[C:2]([Cl:1])[CH:7]=[CH:6][C:5]=2[NH:8][CH2:9][C:10]([O:12][CH2:13][CH3:14])=[O:11])=[C:17]([Cl:25])[CH:18]=1.